Dataset: Reaction yield outcomes from USPTO patents with 853,638 reactions. Task: Predict the reaction yield, written as a fraction of the theoretical maximum amount of product (1.0 means a 100% yield; for example, 0.34 means a 34% yield). The reactants are [Cl:1][C:2]1[C:11]2[C:6](=[CH:7][CH:8]=[CH:9][C:10]=2[O:12][CH:13]2[CH2:18][CH2:17][N:16]([CH3:19])[CH2:15][CH2:14]2)[N:5]=[CH:4][N:3]=1.[Cl:20][C:21]1[CH:22]=[C:23]([CH:25]=[CH:26][C:27]=1[O:28][C:29]1[N:34]=[CH:33][CH:32]=[CH:31][N:30]=1)[NH2:24]. No catalyst specified. The product is [ClH:1].[Cl:20][C:21]1[CH:22]=[C:23]([CH:25]=[CH:26][C:27]=1[O:28][C:29]1[N:30]=[CH:31][CH:32]=[CH:33][N:34]=1)[NH:24][C:2]1[C:11]2[C:6](=[CH:7][CH:8]=[CH:9][C:10]=2[O:12][CH:13]2[CH2:18][CH2:17][N:16]([CH3:19])[CH2:15][CH2:14]2)[N:5]=[CH:4][N:3]=1. The yield is 0.900.